The task is: Regression. Given two drug SMILES strings and cell line genomic features, predict the synergy score measuring deviation from expected non-interaction effect.. This data is from NCI-60 drug combinations with 297,098 pairs across 59 cell lines. Drug 1: CC(C1=C(C=CC(=C1Cl)F)Cl)OC2=C(N=CC(=C2)C3=CN(N=C3)C4CCNCC4)N. Drug 2: C1CC(=O)NC(=O)C1N2C(=O)C3=CC=CC=C3C2=O. Cell line: A549. Synergy scores: CSS=6.92, Synergy_ZIP=-1.47, Synergy_Bliss=-3.04, Synergy_Loewe=-10.4, Synergy_HSA=-3.55.